Dataset: Forward reaction prediction with 1.9M reactions from USPTO patents (1976-2016). Task: Predict the product of the given reaction. (1) Given the reactants [CH2:1]([N:4]1[C:12]([C:13]2[CH:18]=[CH:17][C:16]([O:19]C)=[CH:15][CH:14]=2)=[C:11]2[C:6]([C:7]([C:21]([F:24])([F:23])[F:22])=[CH:8][CH:9]=[CH:10]2)=[N:5]1)[CH:2]=[CH2:3].B(Br)(Br)Br.C1CCCCC=1, predict the reaction product. The product is: [CH2:1]([N:4]1[C:12]([C:13]2[CH:18]=[CH:17][C:16]([OH:19])=[CH:15][CH:14]=2)=[C:11]2[C:6]([C:7]([C:21]([F:24])([F:23])[F:22])=[CH:8][CH:9]=[CH:10]2)=[N:5]1)[CH:2]=[CH2:3]. (2) Given the reactants [H-].[Na+].[CH3:3][CH2:4][O:5][C:6]([CH:8]1[C:12](=[O:13])[CH2:11][CH2:10][CH2:9]1)=[O:7].[F:14][C:15]([F:28])([F:27])[S:16](O[S:16]([C:15]([F:28])([F:27])[F:14])(=[O:18])=[O:17])(=[O:18])=[O:17].[Cl-].[NH4+], predict the reaction product. The product is: [F:14][C:15]([F:28])([F:27])[S:16]([O:13][C:12]1[CH2:11][CH2:10][CH2:9][C:8]=1[C:6]([O:5][CH2:4][CH3:3])=[O:7])(=[O:18])=[O:17]. (3) Given the reactants [CH3:1][O:2][C:3]1[C:4]([CH2:9][C:10]([O-:12])=O)=[N:5][CH:6]=[CH:7][CH:8]=1.[Na+].[Br:14][C:15]1[C:16]([CH3:22])=[C:17]([CH:19]=[CH:20][CH:21]=1)[NH2:18].CCN(C(C)C)C(C)C.CN(C(ON1N=NC2C=CC=NC1=2)=[N+](C)C)C.F[P-](F)(F)(F)(F)F, predict the reaction product. The product is: [Br:14][C:15]1[C:16]([CH3:22])=[C:17]([NH:18][C:10](=[O:12])[CH2:9][C:4]2[C:3]([O:2][CH3:1])=[CH:8][CH:7]=[CH:6][N:5]=2)[CH:19]=[CH:20][CH:21]=1. (4) Given the reactants [CH3:1][O:2][C:3]1[CH:11]=[CH:10][C:9]([N+:12]([O-])=O)=[C:8]2[C:4]=1[CH2:5][N:6]([CH3:16])[C:7]2=[O:15], predict the reaction product. The product is: [NH2:12][C:9]1[CH:10]=[CH:11][C:3]([O:2][CH3:1])=[C:4]2[C:8]=1[C:7](=[O:15])[N:6]([CH3:16])[CH2:5]2. (5) Given the reactants [Cl:1][C:2]1[CH:3]=[C:4](B(O)O)[CH:5]=[CH:6][CH:7]=1.[CH3:11][O:12][C:13]1[CH:38]=[C:37]([O:39][CH3:40])[CH:36]=[CH:35][C:14]=1[CH2:15][N:16]([C:30]1[S:31][CH:32]=[N:33][N:34]=1)[S:17]([C:20]1[CH:29]=[CH:28][C:23]2[NH:24][C:25](=[O:27])[O:26][C:22]=2[CH:21]=1)(=[O:19])=[O:18].C(N(CC)CC)C.[NH4+].[OH-], predict the reaction product. The product is: [Cl:1][C:2]1[CH:3]=[C:4]([N:24]2[C:23]3[CH:28]=[CH:29][C:20]([S:17]([N:16]([CH2:15][C:14]4[CH:35]=[CH:36][C:37]([O:39][CH3:40])=[CH:38][C:13]=4[O:12][CH3:11])[C:30]4[S:31][CH:32]=[N:33][N:34]=4)(=[O:19])=[O:18])=[CH:21][C:22]=3[O:26][C:25]2=[O:27])[CH:5]=[CH:6][CH:7]=1. (6) Given the reactants Cl[CH2:2][C:3]([O:5][CH2:6][CH3:7])=[O:4].[CH2:8]([NH:15][CH2:16][C:17]1[CH:22]=[CH:21][CH:20]=[CH:19][CH:18]=1)[C:9]1[CH:14]=[CH:13][CH:12]=[CH:11][CH:10]=1, predict the reaction product. The product is: [CH2:16]([N:15]([CH2:8][C:9]1[CH:14]=[CH:13][CH:12]=[CH:11][CH:10]=1)[CH2:2][C:3]([O:5][CH2:6][CH3:7])=[O:4])[C:17]1[CH:22]=[CH:21][CH:20]=[CH:19][CH:18]=1. (7) Given the reactants COC[O:4][C:5]1[CH:10]=[CH:9][C:8]([CH2:11][C@H:12]([NH:16][CH2:17][C@H:18]([OH:27])[CH2:19][O:20][C:21]2[CH:26]=[CH:25][CH:24]=[CH:23][CH:22]=2)[CH2:13][O:14][CH3:15])=[CH:7][CH:6]=1.CO.[ClH:30], predict the reaction product. The product is: [ClH:30].[OH:27][C@H:18]([CH2:19][O:20][C:21]1[CH:22]=[CH:23][CH:24]=[CH:25][CH:26]=1)[CH2:17][NH:16][C@H:12]([CH2:13][O:14][CH3:15])[CH2:11][C:8]1[CH:9]=[CH:10][C:5]([OH:4])=[CH:6][CH:7]=1. (8) Given the reactants [CH3:1][N:2]1[CH2:15][CH2:14][C:13]2[C:12]3[CH:11]=[C:10]([CH3:16])[CH:9]=[CH:8][C:7]=3[NH:6][C:5]=2[CH2:4][CH2:3]1.N1CCC[C@H]1C(O)=O.[O-]P([O-])([O-])=O.[K+].[K+].[K+].Cl[CH2:34][C:35]([NH:37][CH:38]([CH3:40])[CH3:39])=[O:36], predict the reaction product. The product is: [CH3:1][N:2]1[CH2:15][CH2:14][C:13]2[C:12]3[CH:11]=[C:10]([CH3:16])[CH:9]=[CH:8][C:7]=3[N:6]([CH2:34][C:35]([NH:37][CH:38]([CH3:40])[CH3:39])=[O:36])[C:5]=2[CH2:4][CH2:3]1. (9) Given the reactants [Cl-].C[N+](C)(C)CCOC(=O)C=C.[CH2:13]([C:23](=[CH2:27])[C:24]([NH2:26])=[O:25])[CH2:14][CH2:15][CH2:16][CH2:17][CH2:18][CH2:19][CH2:20][CH2:21][CH3:22].[C:28]([NH2:32])(=[O:31])[CH:29]=[CH2:30], predict the reaction product. The product is: [CH2:13]([C:23](=[CH2:27])[C:24]([NH2:26])=[O:25])[CH2:14][CH2:15][CH2:16][CH2:17][CH2:18][CH2:19][CH2:20][CH2:21][CH3:22].[C:28]([NH2:32])(=[O:31])[CH:29]=[CH2:30]. (10) Given the reactants COC1C=CC(C[O:8][C:9]2[C:14]([N:15]3[CH2:25][CH2:24][C:18]4[N:19]=[C:20]([NH2:23])[N:21]=[CH:22][C:17]=4[CH2:16]3)=[CH:13][CH:12]=[CH:11][N:10]=2)=CC=1.FC(F)(F)C(O)=O, predict the reaction product. The product is: [NH2:23][C:20]1[N:21]=[CH:22][C:17]2[CH2:16][N:15]([C:14]3[C:9](=[O:8])[NH:10][CH:11]=[CH:12][CH:13]=3)[CH2:25][CH2:24][C:18]=2[N:19]=1.